From a dataset of Full USPTO retrosynthesis dataset with 1.9M reactions from patents (1976-2016). Predict the reactants needed to synthesize the given product. Given the product [CH3:11][S:10][C:4]1[N:3]=[C:2]([NH:21][C:14]2[C:15]3[C:16](=[N:17][CH:18]=[CH:19][CH:20]=3)[S:12][CH:13]=2)[C:7]([C:8]#[N:9])=[CH:6][N:5]=1, predict the reactants needed to synthesize it. The reactants are: Cl[C:2]1[C:7]([C:8]#[N:9])=[CH:6][N:5]=[C:4]([S:10][CH3:11])[N:3]=1.[S:12]1[C:16]2=[N:17][CH:18]=[CH:19][CH:20]=[C:15]2[C:14]([NH2:21])=[CH:13]1.CCN(C(C)C)C(C)C.